Task: Regression. Given a peptide amino acid sequence and an MHC pseudo amino acid sequence, predict their binding affinity value. This is MHC class I binding data.. Dataset: Peptide-MHC class I binding affinity with 185,985 pairs from IEDB/IMGT (1) The peptide sequence is SSMTIREFPR. The MHC is HLA-A31:01 with pseudo-sequence HLA-A31:01. The binding affinity (normalized) is 1.00. (2) The peptide sequence is FVNYNFTLV. The MHC is HLA-C06:02 with pseudo-sequence HLA-C06:02. The binding affinity (normalized) is 0.565. (3) The peptide sequence is TTAQGTSMY. The MHC is HLA-A02:03 with pseudo-sequence HLA-A02:03. The binding affinity (normalized) is 0. (4) The peptide sequence is VEDYGFGMF. The MHC is HLA-B40:01 with pseudo-sequence HLA-B40:01. The binding affinity (normalized) is 0.365. (5) The peptide sequence is RAMKALSSI. The MHC is BoLA-T2b with pseudo-sequence BoLA-T2b. The binding affinity (normalized) is 0.0641. (6) The peptide sequence is YIITCCLFA. The MHC is HLA-A02:19 with pseudo-sequence HLA-A02:19. The binding affinity (normalized) is 0.0847.